This data is from Catalyst prediction with 721,799 reactions and 888 catalyst types from USPTO. The task is: Predict which catalyst facilitates the given reaction. (1) Reactant: [N:1]1[C:10]2[C:5](=[CH:6][CH:7]=[CH:8][CH:9]=2)[CH:4]=[CH:3][C:2]=1[CH2:11][C:12]#[N:13].N.O.C(Cl)Cl. Product: [N:1]1[C:10]2[C:5](=[CH:6][CH:7]=[CH:8][CH:9]=2)[CH:4]=[CH:3][C:2]=1[CH2:11][CH2:12][NH2:13]. The catalyst class is: 319. (2) Reactant: C(N(C(C)C)CC)(C)C.Cl.[O:11]=[C:12]1[CH:17]([N:18]2[C:26](=[O:27])[C:25]3[C:20](=[CH:21][CH:22]=[CH:23][C:24]=3[CH2:28][NH:29][CH3:30])[C:19]2=[O:31])[CH2:16][CH2:15][C:14](=[O:32])[NH:13]1.[Cl:33][C:34]1[CH:39]=[CH:38][C:37]([N:40]=[C:41]=[O:42])=[CH:36][CH:35]=1. Product: [Cl:33][C:34]1[CH:39]=[CH:38][C:37]([NH:40][C:41](=[O:42])[N:29]([CH2:28][C:24]2[CH:23]=[CH:22][CH:21]=[C:20]3[C:25]=2[C:26](=[O:27])[N:18]([CH:17]2[CH2:16][CH2:15][C:14](=[O:32])[NH:13][C:12]2=[O:11])[C:19]3=[O:31])[CH3:30])=[CH:36][CH:35]=1. The catalyst class is: 2. (3) Reactant: [C:1]([C:3]1[CH:18]=[CH:17][C:6]([CH2:7][NH:8][CH2:9][C:10]([O:12][C:13]([CH3:16])([CH3:15])[CH3:14])=[O:11])=[CH:5][CH:4]=1)#[N:2].[N+:19]([C:22]1[CH:30]=[CH:29][C:25]([C:26](Cl)=[O:27])=[CH:24][CH:23]=1)([O-:21])=[O:20]. Product: [C:1]([C:3]1[CH:4]=[CH:5][C:6]([CH2:7][N:8]([CH2:9][C:10]([O:12][C:13]([CH3:15])([CH3:14])[CH3:16])=[O:11])[C:26](=[O:27])[C:25]2[CH:24]=[CH:23][C:22]([N+:19]([O-:21])=[O:20])=[CH:30][CH:29]=2)=[CH:17][CH:18]=1)#[N:2]. The catalyst class is: 2. (4) Reactant: N([C:8]([O:10][CH2:11][CH3:12])=[O:9])=N[C:8]([O:10][CH2:11][CH3:12])=[O:9].[CH2:13]([O:15][C:16](=[O:29])[C@@H:17]([O:26][CH2:27][CH3:28])[CH2:18][C:19]1[CH:24]=[CH:23][C:22]([OH:25])=[CH:21][CH:20]=1)[CH3:14].O[CH2:31]/[CH:32]=[C:33](\[CH3:49])/[C:34]#[C:35][C:36]1[CH:37]=[C:38]([C:42]#[C:43]/[C:44](/[CH3:48])=[CH:45]/[CH2:46][OH:47])[CH:39]=[CH:40][CH:41]=1.[C:63]1(P([C:63]2[CH:68]=[CH:67][CH:66]=[CH:65][CH:64]=2)[C:63]2[CH:68]=[CH:67][CH:66]=[CH:65][CH:64]=2)[CH:68]=[CH:67][CH:66]=[CH:65][CH:64]=1. Product: [CH2:11]([O:10][C:8](=[O:9])[C@@H:13]([O:15][CH2:16][CH3:17])[CH2:14][C:63]1[CH:64]=[CH:65][C:66]([O:47][CH2:46]/[CH:45]=[C:44](\[CH3:48])/[C:43]#[C:42][C:38]2[CH:39]=[CH:40][CH:41]=[C:36]([C:35]#[C:34]/[C:33](/[CH3:49])=[CH:32]/[CH2:31][O:25][C:22]3[CH:21]=[CH:20][C:19]([CH2:18][C@H:17]([O:26][CH2:27][CH3:28])[C:16]([O:15][CH2:13][CH3:14])=[O:29])=[CH:24][CH:23]=3)[CH:37]=2)=[CH:67][CH:68]=1)[CH3:12]. The catalyst class is: 20.